From a dataset of Forward reaction prediction with 1.9M reactions from USPTO patents (1976-2016). Predict the product of the given reaction. (1) Given the reactants [C:1]([C:4]1[C:12]2[NH:11][CH:10]=[CH:9][C:8]=2[C:7]([C:13]([O:15]C(C)(C)C)=[O:14])=[CH:6][CH:5]=1)(=[O:3])[NH2:2].FC(F)(F)C(O)=O, predict the reaction product. The product is: [NH2:2][C:1]([C:4]1[C:12]2[NH:11][CH:10]=[CH:9][C:8]=2[C:7]([C:13]([OH:15])=[O:14])=[CH:6][CH:5]=1)=[O:3]. (2) Given the reactants Cl.[CH3:2][N:3]1[N:7]=[C:6]([NH2:8])[CH:5]=[N:4]1.C[O:10][C:11]([C:13]1[CH:23]=[C:22]([O:24][C:25]2[CH:30]=[CH:29][C:28]([C:31]#[N:32])=[CH:27][CH:26]=2)[C:16]2[CH2:17][C:18]([CH3:21])([CH3:20])[O:19][C:15]=2[CH:14]=1)=O, predict the reaction product. The product is: [CH3:2][N:3]1[N:7]=[C:6]([NH:8][C:11]([C:13]2[CH:23]=[C:22]([O:24][C:25]3[CH:26]=[CH:27][C:28]([C:31]#[N:32])=[CH:29][CH:30]=3)[C:16]3[CH2:17][C:18]([CH3:21])([CH3:20])[O:19][C:15]=3[CH:14]=2)=[O:10])[CH:5]=[N:4]1.